From a dataset of Reaction yield outcomes from USPTO patents with 853,638 reactions. Predict the reaction yield, written as a fraction of the theoretical maximum amount of product (1.0 means a 100% yield; for example, 0.34 means a 34% yield). The reactants are [CH2:1]([O:8][C:9]1[CH:14]=[CH:13][C:12]([N:15]2[C:19]([CH3:20])=[CH:18][CH:17]=[C:16]2[C:21]2[CH:40]=[CH:39][C:24]([O:25][C@H:26]([CH2:32][C:33]3[CH:38]=[CH:37][CH:36]=[CH:35][CH:34]=3)[C:27]([O:29]CC)=[O:28])=[CH:23][CH:22]=2)=[CH:11][CH:10]=1)[CH2:2][CH2:3][CH2:4][CH2:5][CH2:6][CH3:7].[OH-].[K+].Cl. The catalyst is C1COCC1.CO. The product is [CH2:1]([O:8][C:9]1[CH:10]=[CH:11][C:12]([N:15]2[C:19]([CH3:20])=[CH:18][CH:17]=[C:16]2[C:21]2[CH:22]=[CH:23][C:24]([O:25][C@H:26]([CH2:32][C:33]3[CH:38]=[CH:37][CH:36]=[CH:35][CH:34]=3)[C:27]([OH:29])=[O:28])=[CH:39][CH:40]=2)=[CH:13][CH:14]=1)[CH2:2][CH2:3][CH2:4][CH2:5][CH2:6][CH3:7]. The yield is 0.942.